Dataset: Forward reaction prediction with 1.9M reactions from USPTO patents (1976-2016). Task: Predict the product of the given reaction. (1) Given the reactants CN(C)[CH:3]=[CH:4][C:5]([C:7]1[CH:12]=[CH:11][N:10]=[C:9]([Cl:13])[CH:8]=1)=O.N(O)=O.C([O:20][C:21]([CH2:23][C:24]1[CH:25]=[C:26]([NH:30][C:31]([NH2:33])=[NH:32])[CH:27]=[CH:28][CH:29]=1)=[O:22])C.[OH-].[Li+], predict the reaction product. The product is: [C:21]([CH2:23][C:24]1[CH:25]=[C:26]([NH:30][C:31]2[N:32]=[C:5]([C:7]3[CH:12]=[CH:11][N:10]=[C:9]([Cl:13])[CH:8]=3)[CH:4]=[CH:3][N:33]=2)[CH:27]=[CH:28][CH:29]=1)([OH:20])=[O:22]. (2) The product is: [CH3:1][O:3][C:4]([C:5]1[CH:6]=[N:7][N:24]([C:20]([CH3:23])([CH3:22])[CH3:21])[C:10]=1[C:12]1[CH:16]=[C:15]([CH3:17])[O:14][N:13]=1)=[O:18]. Given the reactants [CH2:1]([O:3][C:4](=[O:18])[C:5]([C:10]([C:12]1[CH:16]=[C:15]([CH3:17])[O:14][N:13]=1)=O)=[CH:6][N:7](C)C)C.Cl.[C:20]([NH:24]N)([CH3:23])([CH3:22])[CH3:21].C([O-])(=O)C.[Na+], predict the reaction product. (3) Given the reactants [Cl:1][C:2]1[CH:3]=[C:4]([CH2:18][N:19]2[C:23]([CH3:24])=[CH:22][C:21]([C:25]([OH:27])=O)=[N:20]2)[C:5]2[O:9][C:8]([C:10]3[CH:15]=[CH:14][C:13]([Cl:16])=[CH:12][CH:11]=3)=[CH:7][C:6]=2[CH:17]=1.C(N1CCOCC1)C.[NH2:36][N:37]1[CH2:42][CH2:41][O:40][CH2:39][CH2:38]1.O.ON1C2C=CC=CC=2N=N1.CN(C)CCCN=C=NCC, predict the reaction product. The product is: [Cl:1][C:2]1[CH:3]=[C:4]([CH2:18][N:19]2[C:23]([CH3:24])=[CH:22][C:21]([C:25]([NH:36][N:37]3[CH2:42][CH2:41][O:40][CH2:39][CH2:38]3)=[O:27])=[N:20]2)[C:5]2[O:9][C:8]([C:10]3[CH:11]=[CH:12][C:13]([Cl:16])=[CH:14][CH:15]=3)=[CH:7][C:6]=2[CH:17]=1.